From a dataset of M1 muscarinic receptor agonist screen with 61,833 compounds. Binary Classification. Given a drug SMILES string, predict its activity (active/inactive) in a high-throughput screening assay against a specified biological target. The compound is O(C(=O)C1CCN(CC1)C(=O)c1cc(OCC)c(OCC)cc1)CC. The result is 0 (inactive).